This data is from Peptide-MHC class I binding affinity with 185,985 pairs from IEDB/IMGT. The task is: Regression. Given a peptide amino acid sequence and an MHC pseudo amino acid sequence, predict their binding affinity value. This is MHC class I binding data. (1) The peptide sequence is SIAMLKSKNI. The MHC is HLA-A02:03 with pseudo-sequence HLA-A02:03. The binding affinity (normalized) is 0.630. (2) The peptide sequence is GMFTNRLGSQ. The MHC is HLA-A29:02 with pseudo-sequence HLA-A29:02. The binding affinity (normalized) is 0.